Dataset: NCI-60 drug combinations with 297,098 pairs across 59 cell lines. Task: Regression. Given two drug SMILES strings and cell line genomic features, predict the synergy score measuring deviation from expected non-interaction effect. (1) Drug 1: CCCCC(=O)OCC(=O)C1(CC(C2=C(C1)C(=C3C(=C2O)C(=O)C4=C(C3=O)C=CC=C4OC)O)OC5CC(C(C(O5)C)O)NC(=O)C(F)(F)F)O. Drug 2: CN(CCCl)CCCl.Cl. Cell line: TK-10. Synergy scores: CSS=29.6, Synergy_ZIP=-4.36, Synergy_Bliss=-1.03, Synergy_Loewe=-15.2, Synergy_HSA=0.579. (2) Synergy scores: CSS=73.5, Synergy_ZIP=0.426, Synergy_Bliss=-2.16, Synergy_Loewe=-6.82, Synergy_HSA=-0.768. Cell line: MOLT-4. Drug 1: C1CCC(CC1)NC(=O)N(CCCl)N=O. Drug 2: C1CN(CCN1C(=O)CCBr)C(=O)CCBr. (3) Drug 1: C1=NC2=C(N1)C(=S)N=C(N2)N. Drug 2: C1=CC=C(C(=C1)C(C2=CC=C(C=C2)Cl)C(Cl)Cl)Cl. Cell line: RPMI-8226. Synergy scores: CSS=13.7, Synergy_ZIP=0.996, Synergy_Bliss=-5.34, Synergy_Loewe=-43.9, Synergy_HSA=-6.31. (4) Drug 1: C(CC(=O)O)C(=O)CN.Cl. Drug 2: C1CN(CCN1C(=O)CCBr)C(=O)CCBr. Cell line: SNB-19. Synergy scores: CSS=29.6, Synergy_ZIP=-5.81, Synergy_Bliss=-1.53, Synergy_Loewe=-1.10, Synergy_HSA=1.84. (5) Drug 1: CC1=C(C(=O)C2=C(C1=O)N3CC4C(C3(C2COC(=O)N)OC)N4)N. Drug 2: COC1=C2C(=CC3=C1OC=C3)C=CC(=O)O2. Cell line: OVCAR-4. Synergy scores: CSS=0.222, Synergy_ZIP=-0.459, Synergy_Bliss=0.191, Synergy_Loewe=-0.0660, Synergy_HSA=-0.454. (6) Drug 1: C1C(C(OC1N2C=C(C(=O)NC2=O)F)CO)O. Drug 2: C1CCC(C(C1)N)N.C(=O)(C(=O)[O-])[O-].[Pt+4]. Cell line: BT-549. Synergy scores: CSS=22.2, Synergy_ZIP=-10.4, Synergy_Bliss=-9.42, Synergy_Loewe=-1.48, Synergy_HSA=-0.597. (7) Drug 1: C1CN1P(=S)(N2CC2)N3CC3. Drug 2: C1=NNC2=C1C(=O)NC=N2. Cell line: MALME-3M. Synergy scores: CSS=3.81, Synergy_ZIP=-3.57, Synergy_Bliss=-5.56, Synergy_Loewe=-9.02, Synergy_HSA=-5.45.